This data is from Full USPTO retrosynthesis dataset with 1.9M reactions from patents (1976-2016). The task is: Predict the reactants needed to synthesize the given product. The reactants are: Cl[C:2]1[N:3]=[C:4]([N:19]2[CH2:24][CH2:23][O:22][CH2:21][CH2:20]2)[C:5]2[S:10][C:9]([CH2:11][N:12]3[CH2:17][CH2:16][N:15]([CH3:18])[CH2:14][CH2:13]3)=[CH:8][C:6]=2[N:7]=1.[NH:25]1[C:33]2[CH:32]=[CH:31][CH:30]=[C:29](B(O)O)[C:28]=2[CH:27]=[CH:26]1.C(=O)([O-])O.[Na+]. Given the product [NH:25]1[C:33]2[C:28](=[C:29]([C:2]3[N:3]=[C:4]([N:19]4[CH2:24][CH2:23][O:22][CH2:21][CH2:20]4)[C:5]4[S:10][C:9]([CH2:11][N:12]5[CH2:17][CH2:16][N:15]([CH3:18])[CH2:14][CH2:13]5)=[CH:8][C:6]=4[N:7]=3)[CH:30]=[CH:31][CH:32]=2)[CH:27]=[CH:26]1, predict the reactants needed to synthesize it.